This data is from Catalyst prediction with 721,799 reactions and 888 catalyst types from USPTO. The task is: Predict which catalyst facilitates the given reaction. Reactant: C([Li])CCC.CN(C)CCNC.[CH3:13][O:14][C:15]1[N:20]=[CH:19][C:18]([CH:21]=[O:22])=[CH:17][CH:16]=1.[I:23]I.[Cl-].[Na+]. Product: [I:23][C:17]1[CH:16]=[C:15]([O:14][CH3:13])[N:20]=[CH:19][C:18]=1[CH:21]=[O:22]. The catalyst class is: 1.